Task: Predict which catalyst facilitates the given reaction.. Dataset: Catalyst prediction with 721,799 reactions and 888 catalyst types from USPTO Reactant: [CH2:1]([N:8]1[CH2:24][CH2:23][C:11]2([CH2:15][NH:14][CH2:13][CH:12]2[C:16]2[CH:21]=[CH:20][C:19]([F:22])=[CH:18][CH:17]=2)[CH2:10][CH2:9]1)[C:2]1[CH:7]=[CH:6][CH:5]=[CH:4][CH:3]=1.C(N(CC)CC)C.[Cl:32][C:33]1[CH:34]=[C:35]([CH:39]=[CH:40][N:41]=1)[C:36](Cl)=[O:37]. Product: [CH2:1]([N:8]1[CH2:9][CH2:10][C:11]2([CH2:15][N:14]([C:36]([C:35]3[CH:39]=[CH:40][N:41]=[C:33]([Cl:32])[CH:34]=3)=[O:37])[CH2:13][CH:12]2[C:16]2[CH:17]=[CH:18][C:19]([F:22])=[CH:20][CH:21]=2)[CH2:23][CH2:24]1)[C:2]1[CH:3]=[CH:4][CH:5]=[CH:6][CH:7]=1. The catalyst class is: 4.